Dataset: Experimentally validated miRNA-target interactions with 360,000+ pairs, plus equal number of negative samples. Task: Binary Classification. Given a miRNA mature sequence and a target amino acid sequence, predict their likelihood of interaction. (1) The miRNA is mmu-miR-28a-5p with sequence AAGGAGCUCACAGUCUAUUGAG. The protein sequence of the target gene is MKEMSANTMLDSQRQQKHYGITSPISLACPKEIDHIYTQKLIDAMKPFGVFEDEEELNHRLVVLGKLNNLVKEWISDISESKNLPPSVVATVGGKIFTFGSYRLGVHTKGADIDALCVAPRHVERSDFFQSFFEKLKHQDGIRNLRAVEDAFVPVIKFEFDGIEIDLVFARLAIQTISDNLDLRDDSRLRSLDIRCIRSLNGCRVTDEILHLVPNKETFRLTLRAVKLWAKRRGIYSNMLGFLGGVSWAMLVARTCQLYPNAAASTLVHKFFLVFSKWEWPNPVLLKQPEESNLNLPVWD.... Result: 0 (no interaction). (2) The miRNA is mmu-miR-7033-5p with sequence UCUCCAGGAGUCUGAGGGGCAGG. The protein sequence of the target gene is MVLQARSKHRDAAPRPPRSARSSPPPLSGASEVDAGELGSERTPPSPGRRGAAGRKGPRAGTAAPAPDGLAGRLAAGLHWALGLRRGRGRTWSTLLLASFAALLHWSHITHLFENDRHFSHLSTLEREMAFRTEMGLYYSYFKTIVEAPSFLNGVWMIMNDKLTEYPLVINTLKRFNLYPEVILASWYRIYTKIMDLIGIQTKICWTVTRGEGLSPIESCEGLGDPACFYVAVIFMLNGLMMALFFIYGTYLSGSRLGGVVTVLCFFFNHGECTRVMWTPPLRESFSYPFLVLQMLLVTH.... Result: 0 (no interaction).